This data is from Peptide-MHC class I binding affinity with 185,985 pairs from IEDB/IMGT. The task is: Regression. Given a peptide amino acid sequence and an MHC pseudo amino acid sequence, predict their binding affinity value. This is MHC class I binding data. (1) The peptide sequence is FRRVAHSSL. The MHC is HLA-A02:11 with pseudo-sequence HLA-A02:11. The binding affinity (normalized) is 0.0847. (2) The peptide sequence is IALPVAWLF. The MHC is HLA-A02:01 with pseudo-sequence HLA-A02:01. The binding affinity (normalized) is 0.0847. (3) The peptide sequence is AVYKPPKV. The MHC is Mamu-B3901 with pseudo-sequence Mamu-B3901. The binding affinity (normalized) is 0.